Dataset: Forward reaction prediction with 1.9M reactions from USPTO patents (1976-2016). Task: Predict the product of the given reaction. (1) Given the reactants C([O:4][C:5]1[CH:6]=[CH:7][C:8]2[C:17]3[C:12](=[C:13]4[CH:21]=[CH:20][CH:19]=[C:18]([O:22]C(=O)C)[C:14]4=[CH:15][CH:16]=3)[O:11][CH2:10][C:9]=2[CH:26]=1)(=O)C.C1C(=O)N([Cl:34])C(=O)C1, predict the reaction product. The product is: [Cl:34][C:15]1[C:14]2=[C:18]([OH:22])[CH:19]=[CH:20][CH:21]=[C:13]2[C:12]2[O:11][CH2:10][C:9]3[CH:26]=[C:5]([OH:4])[CH:6]=[CH:7][C:8]=3[C:17]=2[CH:16]=1. (2) The product is: [CH3:31][C:30]1[CH:29]=[CH:28][C:24]([C:25]([NH:6][C:5]2[CH:7]=[CH:8][C:9]([CH2:10][N:11]3[CH2:15][CH2:14][C@H:13]([N:16]([CH3:17])[CH3:18])[CH2:12]3)=[C:3]([C:2]([F:1])([F:19])[F:20])[CH:4]=2)=[O:26])=[CH:23][C:22]=1[C:36]#[C:37][C:39]1[CH:40]=[CH:41][C:42]([C:45]2[NH:46][C:47]([F:50])=[CH:48][N:49]=2)=[N:43][CH:44]=1. Given the reactants [F:1][C:2]([F:20])([F:19])[C:3]1[CH:4]=[C:5]([CH:7]=[CH:8][C:9]=1[CH2:10][N:11]1[CH2:15][CH2:14][C@H:13]([N:16]([CH3:18])[CH3:17])[CH2:12]1)[NH2:6].I[C:22]1[CH:23]=[C:24]([CH:28]=[CH:29][C:30]=1[CH3:31])[C:25](Cl)=[O:26].C[Si]([C:36]#[CH:37])(C)C.Br[C:39]1[CH:40]=[CH:41][C:42]([C:45]2[NH:46][C:47]([F:50])=[CH:48][N:49]=2)=[N:43][CH:44]=1, predict the reaction product.